This data is from Catalyst prediction with 721,799 reactions and 888 catalyst types from USPTO. The task is: Predict which catalyst facilitates the given reaction. Reactant: [CH2:1]1[C:9]2[C:4](=[CH:5][CH:6]=[CH:7][CH:8]=2)[CH2:3][NH:2]1.[N+:10]([O-])([OH:12])=[O:11]. Product: [N+:10]([C:7]1[CH:8]=[C:9]2[C:4](=[CH:5][CH:6]=1)[CH2:3][NH:2][CH2:1]2)([O-:12])=[O:11]. The catalyst class is: 82.